This data is from Retrosynthesis with 50K atom-mapped reactions and 10 reaction types from USPTO. The task is: Predict the reactants needed to synthesize the given product. (1) Given the product COC(=O)C1CCOc2cc(Oc3ccc(C(=O)Nc4cccc(-c5ccc(C)c(C)c5)c4)cc3)c(C#N)cc21, predict the reactants needed to synthesize it. The reactants are: COC(=O)C1CCOc2cc(Oc3ccc(C(=O)O)cc3)c(C#N)cc21.Cc1ccc(-c2cccc(N)c2)cc1C. (2) Given the product COc1cc(N2CC[C@@H](N(C)C)C2)c([N+](=O)[O-])cc1Nc1nccc(-c2cnn3c2CCCC3)n1, predict the reactants needed to synthesize it. The reactants are: CN(C)[C@@H]1CCNC1.COc1cc(F)c([N+](=O)[O-])cc1Nc1nccc(-c2cnn3c2CCCC3)n1. (3) The reactants are: COCC[C@@H]1CCCN(C(=O)OC(C)(C)C)C1. Given the product COCC[C@@H]1CCCNC1, predict the reactants needed to synthesize it. (4) Given the product COc1cc2nccc(Oc3ccccc3C(=O)OCCC(C)C)c2cc1OC, predict the reactants needed to synthesize it. The reactants are: CC(C)CCOC(=O)c1ccccc1O.COc1cc2nccc(Cl)c2cc1OC. (5) Given the product CCOC(=O)c1cnc(N(Cc2ccc(OC)cc2)c2ccc(N3CCOCC3)nc2)cc1NC(=O)C(F)(F)F, predict the reactants needed to synthesize it. The reactants are: CCOC(=O)c1cnc(Cl)cc1NC(=O)C(F)(F)F.COc1ccc(CNc2ccc(N3CCOCC3)nc2)cc1. (6) Given the product O=Cc1ccc(OC(=O)c2ccc(N=Nc3ccc([N+](=O)[O-])cc3)cc2)cc1, predict the reactants needed to synthesize it. The reactants are: O=C(O)c1ccc(N=Nc2ccc([N+](=O)[O-])cc2)cc1.O=Cc1ccc(O)cc1. (7) Given the product O=Cc1ncccc1N1CCOCC1, predict the reactants needed to synthesize it. The reactants are: C1COCCN1.O=Cc1ncccc1F.